This data is from Reaction yield outcomes from USPTO patents with 853,638 reactions. The task is: Predict the reaction yield, written as a fraction of the theoretical maximum amount of product (1.0 means a 100% yield; for example, 0.34 means a 34% yield). (1) The yield is 0.640. The reactants are [I:1]I.[Cl:3][C:4]1[CH:5]=[CH:6][C:7]([NH2:10])=[N:8][CH:9]=1. The product is [Cl:3][C:4]1[CH:5]=[C:6]([I:1])[C:7]([NH2:10])=[N:8][CH:9]=1. The catalyst is C(O)C.S([O-])([O-])(=O)=O.[Ag+2]. (2) The product is [Br:1][C:2]1[C:7]([C:8]([F:11])([F:9])[F:10])=[CH:6][C:5]([NH:12][C:13]2[N:17]=[C:16]([NH:18][CH2:26][C:25]3[CH:24]=[CH:23][C:22]([C:21]([F:20])([F:30])[F:31])=[CH:29][CH:28]=3)[NH:15][N:14]=2)=[CH:4][C:3]=1[Cl:19]. The catalyst is CO. The reactants are [Br:1][C:2]1[C:7]([C:8]([F:11])([F:10])[F:9])=[CH:6][C:5]([NH:12][C:13]2[N:17]=[C:16]([NH2:18])[NH:15][N:14]=2)=[CH:4][C:3]=1[Cl:19].[F:20][C:21]([F:31])([F:30])[C:22]1[CH:29]=[CH:28][C:25]([CH:26]=O)=[CH:24][CH:23]=1.[BH4-].[Na+]. The yield is 0.730. (3) The reactants are Cl.[CH2:2]([O:9][C:10]1[CH:15]=[CH:14][C:13]([NH:16][C:17]2[C:26]3[C:21](=[CH:22][C:23]([F:28])=[C:24](I)[CH:25]=3)[N:20]=[CH:19][N:18]=2)=[CH:12][CH:11]=1)[C:3]1[CH:8]=[CH:7][CH:6]=[CH:5][CH:4]=1.[O:29]1[CH2:33][CH2:32][O:31][CH:30]1[C:34]1[O:38][C:37]([Sn](CCCC)(CCCC)CCCC)=[CH:36][CH:35]=1.C(N(C(C)C)CC)(C)C. The catalyst is CN(C=O)C. The product is [CH2:2]([O:9][C:10]1[CH:15]=[CH:14][C:13]([NH:16][C:17]2[C:26]3[C:21](=[CH:22][C:23]([F:28])=[C:24]([C:37]4[O:38][C:34]([CH:30]5[O:31][CH2:32][CH2:33][O:29]5)=[CH:35][CH:36]=4)[CH:25]=3)[N:20]=[CH:19][N:18]=2)=[CH:12][CH:11]=1)[C:3]1[CH:8]=[CH:7][CH:6]=[CH:5][CH:4]=1. The yield is 0.590. (4) The reactants are C([O:8][C:9]1[CH:18]=[C:17]2[C:12]([C:13]([O:19][C:20]3[CH:25]=[CH:24][C:23]([NH:26][C:27]([NH:29][CH2:30][CH2:31][CH3:32])=[O:28])=[C:22]([Cl:33])[CH:21]=3)=[N:14][CH:15]=[N:16]2)=[CH:11][C:10]=1[O:34][CH3:35])C1C=CC=CC=1.CS(O)(=O)=O. The catalyst is FC(F)(F)C(O)=O. The product is [Cl:33][C:22]1[CH:21]=[C:20]([O:19][C:13]2[C:12]3[C:17](=[CH:18][C:9]([OH:8])=[C:10]([O:34][CH3:35])[CH:11]=3)[N:16]=[CH:15][N:14]=2)[CH:25]=[CH:24][C:23]=1[NH:26][C:27]([NH:29][CH2:30][CH2:31][CH3:32])=[O:28]. The yield is 0.600. (5) The reactants are [F:1][C:2]1[C:3]([NH2:17])=[N:4][C:5]([O:8][CH2:9][C:10]2[CH:15]=[CH:14][C:13]([F:16])=[CH:12][CH:11]=2)=[N:6][CH:7]=1.CO[CH:20](OC)[N:21]([CH3:23])[CH3:22]. The catalyst is CN(C)C=O. The product is [F:1][C:2]1[C:3]([N:17]=[CH:20][N:21]([CH3:23])[CH3:22])=[N:4][C:5]([O:8][CH2:9][C:10]2[CH:11]=[CH:12][C:13]([F:16])=[CH:14][CH:15]=2)=[N:6][CH:7]=1. The yield is 0.890. (6) The reactants are [CH3:1][N:2]1[C:7](=[O:8])[C:6]([NH:9][C:10]2[CH:14]=[C:13]([CH3:15])[NH:12][N:11]=2)=[CH:5][C:4]([C:16]2[C:21]([CH:22]=[O:23])=[C:20]([N:24]3[CH2:36][CH2:35][N:27]4[C:28]5[CH2:29][CH2:30][CH2:31][CH2:32][C:33]=5[CH:34]=[C:26]4[C:25]3=[O:37])[N:19]=[CH:18][CH:17]=2)=[CH:3]1.O.[Li+].[OH-]. The catalyst is C1COCC1. The product is [OH:23][CH2:22][C:21]1[C:20]([N:24]2[CH2:36][CH2:35][N:27]3[C:28]4[CH2:29][CH2:30][CH2:31][CH2:32][C:33]=4[CH:34]=[C:26]3[C:25]2=[O:37])=[N:19][CH:18]=[CH:17][C:16]=1[C:4]1[CH:5]=[C:6]([NH:9][C:10]2[CH:14]=[C:13]([CH3:15])[NH:12][N:11]=2)[C:7](=[O:8])[N:2]([CH3:1])[CH:3]=1. The yield is 0.300. (7) The reactants are Br[C:2]1[CH:3]=[N:4][C:5]([Cl:8])=[N:6][CH:7]=1.[Br-].[CH:10]1([Zn+])[CH2:13][CH2:12][CH2:11]1. The catalyst is C1C=CC(P(C2C=CC=CC=2)[C-]2C=CC=C2)=CC=1.C1C=CC(P(C2C=CC=CC=2)[C-]2C=CC=C2)=CC=1.Cl[Pd]Cl.[Fe+2].C(Cl)Cl.ClCCl. The product is [Cl:8][C:5]1[N:4]=[CH:3][C:2]([CH:10]2[CH2:13][CH2:12][CH2:11]2)=[CH:7][N:6]=1. The yield is 0.360.